Dataset: NCI-60 drug combinations with 297,098 pairs across 59 cell lines. Task: Regression. Given two drug SMILES strings and cell line genomic features, predict the synergy score measuring deviation from expected non-interaction effect. (1) Drug 1: CCC1=CC2CC(C3=C(CN(C2)C1)C4=CC=CC=C4N3)(C5=C(C=C6C(=C5)C78CCN9C7C(C=CC9)(C(C(C8N6C)(C(=O)OC)O)OC(=O)C)CC)OC)C(=O)OC.C(C(C(=O)O)O)(C(=O)O)O. Drug 2: CC1C(C(CC(O1)OC2CC(CC3=C2C(=C4C(=C3O)C(=O)C5=C(C4=O)C(=CC=C5)OC)O)(C(=O)CO)O)N)O.Cl. Cell line: OVCAR-5. Synergy scores: CSS=29.5, Synergy_ZIP=0.297, Synergy_Bliss=0.706, Synergy_Loewe=1.47, Synergy_HSA=2.08. (2) Drug 1: CCCCC(=O)OCC(=O)C1(CC(C2=C(C1)C(=C3C(=C2O)C(=O)C4=C(C3=O)C=CC=C4OC)O)OC5CC(C(C(O5)C)O)NC(=O)C(F)(F)F)O. Drug 2: C1=NC2=C(N1)C(=S)N=CN2. Cell line: SK-OV-3. Synergy scores: CSS=29.4, Synergy_ZIP=-3.24, Synergy_Bliss=-1.31, Synergy_Loewe=-2.77, Synergy_HSA=-1.54.